Dataset: Peptide-MHC class II binding affinity with 134,281 pairs from IEDB. Task: Regression. Given a peptide amino acid sequence and an MHC pseudo amino acid sequence, predict their binding affinity value. This is MHC class II binding data. The peptide sequence is SKKYFAATQFEPLAA. The MHC is HLA-DQA10401-DQB10402 with pseudo-sequence HLA-DQA10401-DQB10402. The binding affinity (normalized) is 0.595.